Dataset: Forward reaction prediction with 1.9M reactions from USPTO patents (1976-2016). Task: Predict the product of the given reaction. (1) The product is: [N:19]([CH2:18][CH2:17][CH2:16][CH2:15][C:14]([CH3:13])([C:28]1[CH:29]=[CH:30][CH:31]=[CH:32][CH:33]=1)[CH2:20][O:21][CH:22]1[CH2:27][CH2:26][CH2:25][CH2:24][O:23]1)=[C:2]=[O:4]. Given the reactants Cl[C:2](Cl)([O:4]C(=O)OC(Cl)(Cl)Cl)Cl.[CH3:13][C:14]([C:28]1[CH:33]=[CH:32][CH:31]=[CH:30][CH:29]=1)([CH2:20][O:21][CH:22]1[CH2:27][CH2:26][CH2:25][CH2:24][O:23]1)[CH2:15][CH2:16][CH2:17][CH2:18][NH2:19].CCN(CC)CC, predict the reaction product. (2) Given the reactants Cl[C:2]1[CH:7]=[N:6][CH:5]=[C:4]([O:8][CH2:9][CH2:10][CH2:11][CH2:12][CH2:13][O:14][C:15]2[CH:20]=[CH:19][CH:18]=[CH:17][CH:16]=2)[N:3]=1.O(CCCCCO)C1C=CC=CC=1.[NH:34]1[CH2:39][CH2:38][NH:37][CH2:36][CH2:35]1.C([O-])([O-])=O.[K+].[K+], predict the reaction product. The product is: [O:14]([CH2:13][CH2:12][CH2:11][CH2:10][CH2:9][O:8][C:4]1[CH:5]=[N:6][CH:7]=[C:2]([N:34]2[CH2:39][CH2:38][NH:37][CH2:36][CH2:35]2)[N:3]=1)[C:15]1[CH:20]=[CH:19][CH:18]=[CH:17][CH:16]=1. (3) The product is: [F:26][C:21]1[CH:20]=[C:19]([CH2:18][O:17][C:5]2[CH:4]=[CH:3][C:2]([C:31]3[CH:30]=[N:29][N:28]([CH3:27])[CH:32]=3)=[CH:16][C:6]=2[C:7]([NH:9][C:10]2[CH:15]=[CH:14][N:13]=[N:12][CH:11]=2)=[O:8])[CH:24]=[CH:23][C:22]=1[F:25]. Given the reactants Br[C:2]1[CH:3]=[CH:4][C:5]([O:17][CH2:18][C:19]2[CH:24]=[CH:23][C:22]([F:25])=[C:21]([F:26])[CH:20]=2)=[C:6]([CH:16]=1)[C:7]([NH:9][C:10]1[CH:15]=[CH:14][N:13]=[N:12][CH:11]=1)=[O:8].[CH3:27][N:28]1[CH:32]=[C:31](B2OC(C)(C)C(C)(C)O2)[CH:30]=[N:29]1.C(=O)([O-])[O-].[Na+].[Na+], predict the reaction product. (4) The product is: [C:1]([C:3]1[CH:11]=[C:10]2[C:6]([CH:7]=[C:8]([C:12]([NH2:17])=[O:14])[NH:9]2)=[CH:5][CH:4]=1)#[N:2]. Given the reactants [C:1]([C:3]1[CH:11]=[C:10]2[C:6]([CH:7]=[C:8]([C:12]([O:14]CC)=O)[NH:9]2)=[CH:5][CH:4]=1)#[N:2].[NH3:17].CO, predict the reaction product.